This data is from Full USPTO retrosynthesis dataset with 1.9M reactions from patents (1976-2016). The task is: Predict the reactants needed to synthesize the given product. (1) Given the product [CH3:39][O:38][C:35]1[CH:34]=[CH:33][C:32]([C:16]2[CH:17]=[CH:18][C:19]([C:20]([NH:22][C@H:23]([C:28]([O:30][CH3:31])=[O:29])[CH2:24][CH2:25][CH2:26][CH3:27])=[O:21])=[C:14]([NH:13][C:11]([NH:10][C:3]3[C:2]([CH3:1])=[CH:7][C:6]([CH3:8])=[CH:5][C:4]=3[CH3:9])=[O:12])[CH:15]=2)=[CH:37][CH:36]=1, predict the reactants needed to synthesize it. The reactants are: [CH3:1][C:2]1[CH:7]=[C:6]([CH3:8])[CH:5]=[C:4]([CH3:9])[C:3]=1[N:10]=[C:11]=[O:12].[NH2:13][C:14]1[CH:15]=[C:16]([C:32]2[CH:37]=[CH:36][C:35]([O:38][CH3:39])=[CH:34][CH:33]=2)[CH:17]=[CH:18][C:19]=1[C:20]([NH:22][C@H:23]([C:28]([O:30][CH3:31])=[O:29])[CH2:24][CH2:25][CH2:26][CH3:27])=[O:21].CCCCCC.C(OCC)(=O)C. (2) Given the product [O:26]1[CH2:25][CH:24]1[CH2:22][N:11]1[CH:12]=[C:13]([C:14]2[CH:19]=[N:18][CH:17]=[CH:16][N:15]=2)[C:9]([C:6]2[CH:7]=[CH:8][C:3]([C:2]([F:20])([F:1])[F:21])=[CH:4][CH:5]=2)=[N:10]1, predict the reactants needed to synthesize it. The reactants are: [F:1][C:2]([F:21])([F:20])[C:3]1[CH:8]=[CH:7][C:6]([C:9]2[C:13]([C:14]3[CH:19]=[N:18][CH:17]=[CH:16][N:15]=3)=[CH:12][NH:11][N:10]=2)=[CH:5][CH:4]=1.[CH2:22]([CH:24]1[O:26][CH2:25]1)Cl.C(=O)([O-])[O-].[Cs+].[Cs+]. (3) Given the product [Cl:29][C:22]1[CH:21]=[C:20](/[CH:19]=[C:15]2/[C:16](=[O:18])[N:17]3[CH:10]=[C:9]([C:3]4[CH:4]=[C:5]([F:8])[CH:6]=[CH:7][C:2]=4[F:1])[N:12]=[C:13]3[S:14]/2)[CH:25]=[C:24]([O:26][CH3:27])[C:23]=1[OH:28], predict the reactants needed to synthesize it. The reactants are: [F:1][C:2]1[CH:7]=[CH:6][C:5]([F:8])=[CH:4][C:3]=1[C:9](=O)[CH3:10].[NH2:12][C:13]1[S:14]/[C:15](=[CH:19]\[C:20]2[CH:25]=[C:24]([O:26][CH3:27])[C:23]([OH:28])=[C:22]([Cl:29])[CH:21]=2)/[C:16](=[O:18])[N:17]=1. (4) Given the product [NH2:1][C:2]1[NH:3][CH:4]=[C:5]([C:10]([NH2:12])=[O:11])[C:6]=1[C:7]([NH2:9])=[O:8], predict the reactants needed to synthesize it. The reactants are: [NH2:1][C:2]1[NH:3][C:4](SC)=[C:5]([C:10]([NH2:12])=[O:11])[C:6]=1[C:7]([NH2:9])=[O:8]. (5) The reactants are: C1C=C(Cl)C=C(C(OO)=[O:9])C=1.[C:12]([O:16][C:17]([N:19]1[CH2:24][CH2:23][CH:22]([CH2:25][NH:26][C:27]2[N:32]=[C:31]3[NH:33][N:34]=[C:35]([C:36]4[CH:41]=[CH:40][N:39]=[C:38]([S:42][CH3:43])[N:37]=4)[C:30]3=[CH:29][N:28]=2)[CH2:21][CH2:20]1)=[O:18])([CH3:15])([CH3:14])[CH3:13]. Given the product [C:12]([O:16][C:17]([N:19]1[CH2:24][CH2:23][CH:22]([CH2:25][NH:26][C:27]2[N:32]=[C:31]3[NH:33][N:34]=[C:35]([C:36]4[CH:41]=[CH:40][N:39]=[C:38]([S:42]([CH3:43])=[O:9])[N:37]=4)[C:30]3=[CH:29][N:28]=2)[CH2:21][CH2:20]1)=[O:18])([CH3:15])([CH3:14])[CH3:13], predict the reactants needed to synthesize it.